From a dataset of Forward reaction prediction with 1.9M reactions from USPTO patents (1976-2016). Predict the product of the given reaction. Given the reactants [C:1]([O:11][CH:12]([CH3:14])[CH3:13])(=[O:10])/[CH:2]=[CH:3]/[C:4]([O:6][CH:7]([CH3:9])[CH3:8])=[O:5].[C:15]([O:25][CH2:26][CH3:27])(=[O:24])[CH:16]=[CH:17][C:18]1[CH:23]=[CH:22][CH:21]=[CH:20][CH:19]=1.[C:28]([O:32]CCCCCC[O:32][C:28](=[O:31])[CH:29]=[CH2:30])(=[O:31])[CH:29]=[CH2:30].C(OOOC(C)(C)C)(=O)C(C)(C)C, predict the reaction product. The product is: [C:4]([O:6][CH:7]([CH3:9])[CH3:8])(=[O:5])/[CH:3]=[CH:2]/[C:1]([O:11][CH:12]([CH3:14])[CH3:13])=[O:10].[C:15]([O:25][CH2:26][CH3:27])(=[O:24])[CH:16]=[CH:17][C:18]1[CH:19]=[CH:20][CH:21]=[CH:22][CH:23]=1.[C:28]([O-:32])(=[O:31])[CH:29]=[CH2:30].